From a dataset of Full USPTO retrosynthesis dataset with 1.9M reactions from patents (1976-2016). Predict the reactants needed to synthesize the given product. (1) Given the product [OH:31][C@H:30]([C:32]1[CH:33]=[CH:34][C:35]([OH:43])=[C:36]([NH:38][S:39]([CH3:42])(=[O:41])=[O:40])[CH:37]=1)[CH2:29][NH:28][CH:5]1[CH2:10][CH2:9][N:8]([C:11]2[CH:12]=[CH:13][C:14]([C:17]3[N:18]=[N:19][N:20]([CH2:22][C:23]([OH:25])=[O:24])[N:21]=3)=[CH:15][CH:16]=2)[CH2:7][CH2:6]1, predict the reactants needed to synthesize it. The reactants are: O1[C:5]2([CH2:10][CH2:9][N:8]([C:11]3[CH:16]=[CH:15][C:14]([C:17]4[N:18]=[N:19][N:20]([CH2:22][C:23]([O:25]CC)=[O:24])[N:21]=4)=[CH:13][CH:12]=3)[CH2:7][CH2:6]2)OCC1.[NH2:28][CH2:29][C@@H:30]([C:32]1[CH:33]=[CH:34][C:35]([OH:43])=[C:36]([NH:38][S:39]([CH3:42])(=[O:41])=[O:40])[CH:37]=1)[OH:31]. (2) The reactants are: [CH3:1][C:2]1[N:7]=C(C#N)[C:5]([N:10]2[CH:14]=[CH:13][CH:12]=[N:11]2)=[CH:4][CH:3]=1.[OH-].[Na+].[CH3:17][C:18]([OH:20])=[O:19]. Given the product [CH3:1][C:2]1[N:7]=[C:17]([C:18]([OH:20])=[O:19])[C:5]([N:10]2[CH:14]=[CH:13][CH:12]=[N:11]2)=[CH:4][CH:3]=1, predict the reactants needed to synthesize it. (3) Given the product [CH2:31]([O:1][C:2]1[CH:9]=[CH:8][C:5]([CH:6]=[O:7])=[CH:4][CH:3]=1)[CH2:30][CH2:29][CH2:28][CH2:27][CH2:26][CH2:25][CH2:24][CH2:23][CH2:22][CH2:21][CH2:20][CH2:19][CH2:18][CH2:17][CH3:16], predict the reactants needed to synthesize it. The reactants are: [OH:1][C:2]1[CH:9]=[CH:8][C:5]([CH:6]=[O:7])=[CH:4][CH:3]=1.CN(C=O)C.Br[CH2:16][CH2:17][CH2:18][CH2:19][CH2:20][CH2:21][CH2:22][CH2:23][CH2:24][CH2:25][CH2:26][CH2:27][CH2:28][CH2:29][CH2:30][CH3:31]. (4) The reactants are: Br[C:2]1[CH:3]=[N:4][CH:5]=[CH:6][CH:7]=1.[CH3:8][CH:9]([OH:13])[CH2:10][CH:11]=[CH2:12].C(N(CC)CC)C.C(#N)C. Given the product [N:4]1[CH:5]=[CH:6][CH:7]=[C:2](/[CH:12]=[CH:11]/[CH2:10][CH:9]([OH:13])[CH3:8])[CH:3]=1, predict the reactants needed to synthesize it. (5) Given the product [CH:1]1([CH2:6][C@@H:7]([C:19]([NH:21][NH:22][C:23]2[C:28]([F:29])=[C:27]([N:30]3[CH2:36][CH:35]([OH:37])[C:32]4([CH2:34][CH2:33]4)[CH2:31]3)[N:26]=[C:25]([CH3:38])[N:24]=2)=[O:20])[CH2:8][N:9]([OH:12])[CH:10]=[O:11])[CH2:2][CH2:3][CH2:4][CH2:5]1, predict the reactants needed to synthesize it. The reactants are: [CH:1]1([CH2:6][C@@H:7]([C:19]([NH:21][NH:22][C:23]2[C:28]([F:29])=[C:27]([N:30]3[CH2:36][C@@H:35]([OH:37])[C:32]4([CH2:34][CH2:33]4)[CH2:31]3)[N:26]=[C:25]([CH3:38])[N:24]=2)=[O:20])[CH2:8][N:9]([O:12]C2CCCCO2)[CH:10]=[O:11])[CH2:5][CH2:4][CH2:3][CH2:2]1. (6) Given the product [Cl:1][C:2]1[CH:7]=[CH:6][C:5]([N:8]2[CH2:9][C:10](=[O:11])[NH:12][C@@H:13]([CH3:18])[C:14]2=[O:15])=[CH:4][CH:3]=1, predict the reactants needed to synthesize it. The reactants are: [Cl:1][C:2]1[CH:7]=[CH:6][C:5]([NH:8][CH2:9][C:10]([NH:12][C@@H:13]([CH3:18])[C:14](OC)=[O:15])=[O:11])=[CH:4][CH:3]=1.CC(C)([O-])C.[K+]. (7) The reactants are: [CH3:1][O:2][C:3]1[N:8]=[CH:7][C:6]([C:9]2([CH2:16][CH2:17][C:18](OCC)=[O:19])[CH2:14][CH2:13][C:12](=O)[NH:11][CH2:10]2)=[CH:5][CH:4]=1.[H-].[Al+3].[Li+].[H-].[H-].[H-].S([O-])([O-])(=O)=O.[Na+].[Na+]. Given the product [CH3:1][O:2][C:3]1[N:8]=[CH:7][C:6]([C:9]2([CH2:16][CH2:17][CH2:18][OH:19])[CH2:14][CH2:13][CH2:12][NH:11][CH2:10]2)=[CH:5][CH:4]=1, predict the reactants needed to synthesize it. (8) Given the product [CH3:1][N:2]1[CH:10]=[C:9]2[C:4]([C:5]([CH2:15][O:16][CH2:17][C:18]3([C:31]4[CH:32]=[CH:33][CH:34]=[CH:35][CH:36]=4)[CH2:19][CH2:20][NH:21][CH2:22][CH2:23]3)=[CH:6][C:7]([C:11]([F:12])([F:14])[F:13])=[CH:8]2)=[N:3]1, predict the reactants needed to synthesize it. The reactants are: [CH3:1][N:2]1[CH:10]=[C:9]2[C:4]([C:5]([CH2:15][O:16][CH2:17][C:18]3([C:31]4[CH:36]=[CH:35][CH:34]=[CH:33][CH:32]=4)[CH2:23][CH2:22][N:21](C(OC(C)(C)C)=O)[CH2:20][CH2:19]3)=[CH:6][C:7]([C:11]([F:14])([F:13])[F:12])=[CH:8]2)=[N:3]1. (9) Given the product [NH:40]1[C:41]2[C:37](=[C:36]([C:2]3[N:3]=[C:4]([N:13]4[CH2:18][CH2:17][O:16][CH2:15][CH2:14]4)[C:5]4[S:10][C:9]([CH2:11][NH:12][C:19](=[O:26])[C:20]5[CH:25]=[CH:24][CH:23]=[N:22][CH:21]=5)=[CH:8][C:6]=4[N:7]=3)[CH:44]=[CH:43][CH:42]=2)[CH:38]=[N:39]1, predict the reactants needed to synthesize it. The reactants are: Cl[C:2]1[N:3]=[C:4]([N:13]2[CH2:18][CH2:17][O:16][CH2:15][CH2:14]2)[C:5]2[S:10][C:9]([CH2:11][NH2:12])=[CH:8][C:6]=2[N:7]=1.[C:19](Cl)(=[O:26])[C:20]1[CH:25]=[CH:24][CH:23]=[N:22][CH:21]=1.CC1(C)C(C)(C)OB([C:36]2[CH:44]=[CH:43][CH:42]=[C:41]3[C:37]=2[CH:38]=[N:39][NH:40]3)O1. (10) Given the product [CH:36]1([NH:39][CH2:2][CH2:3][O:4][C:5]2[CH:10]=[CH:9][C:8]([C:11]3[CH:16]=[CH:15][C:14]([C:17]([O:19][CH2:20][CH3:21])=[O:18])=[CH:13][CH:12]=3)=[CH:7][C:6]=2[C:22]2[CH:31]=[CH:30][C:29]3[C:28]([CH3:33])([CH3:32])[CH2:27][CH2:26][C:25]([CH3:35])([CH3:34])[C:24]=3[CH:23]=2)[CH2:38][CH2:37]1, predict the reactants needed to synthesize it. The reactants are: Br[CH2:2][CH2:3][O:4][C:5]1[CH:10]=[CH:9][C:8]([C:11]2[CH:16]=[CH:15][C:14]([C:17]([O:19][CH2:20][CH3:21])=[O:18])=[CH:13][CH:12]=2)=[CH:7][C:6]=1[C:22]1[CH:31]=[CH:30][C:29]2[C:28]([CH3:33])([CH3:32])[CH2:27][CH2:26][C:25]([CH3:35])([CH3:34])[C:24]=2[CH:23]=1.[CH:36]1([NH2:39])[CH2:38][CH2:37]1.